From a dataset of Tox21: 12 toxicity assays (nuclear receptors and stress response pathways). Binary classification across 12 toxicity assays. (1) The drug is CN(CCCN1c2ccccc2CCc2ccccc21)CC(=O)c1ccc(Cl)cc1. It tested positive (active) for: SR-ARE (Antioxidant Response Element (oxidative stress)). (2) The drug is CC1=C(C(=O)Nc2ccccc2)SCCO1. It tested positive (active) for: NR-AhR (Aryl hydrocarbon Receptor agonist activity), NR-ER (Estrogen Receptor agonist activity), and SR-ATAD5 (ATAD5 genotoxicity (DNA damage)). (3) The drug is CCCCCCCCCCCCCC[n+]1ccccc1. It tested positive (active) for: NR-Aromatase (Aromatase enzyme inhibition), and SR-MMP (Mitochondrial Membrane Potential disruption). (4) It tested positive (active) for: NR-AhR (Aryl hydrocarbon Receptor agonist activity), SR-ARE (Antioxidant Response Element (oxidative stress)), SR-HSE (Heat Shock Element response), SR-MMP (Mitochondrial Membrane Potential disruption), and SR-p53 (p53 tumor suppressor activation). The compound is O=C(Nc1cccc(Cl)c1)OCC#CCCl. (5) The drug is Nc1nc2ccc(OC(F)(F)F)cc2s1. It tested positive (active) for: NR-AhR (Aryl hydrocarbon Receptor agonist activity), NR-ER (Estrogen Receptor agonist activity), SR-ATAD5 (ATAD5 genotoxicity (DNA damage)), and SR-p53 (p53 tumor suppressor activation).